This data is from Forward reaction prediction with 1.9M reactions from USPTO patents (1976-2016). The task is: Predict the product of the given reaction. (1) Given the reactants Cl[C:2]1[N:3]=[C:4]([C:19]2[CH:24]=[CH:23][CH:22]=[C:21]([Cl:25])[CH:20]=2)[C:5]2[N:10]([CH2:11][C@H:12]3[CH2:17][CH2:16][C@H:15]([CH3:18])[CH2:14][CH2:13]3)[CH:9]=[CH:8][C:6]=2[N:7]=1.C[C:27]([N:29](C)C)=O, predict the reaction product. The product is: [Cl:25][C:21]1[CH:20]=[C:19]([C:4]2[C:5]3[N:10]([CH2:11][C@H:12]4[CH2:13][CH2:14][C@H:15]([CH3:18])[CH2:16][CH2:17]4)[CH:9]=[CH:8][C:6]=3[N:7]=[C:2]([C:27]#[N:29])[N:3]=2)[CH:24]=[CH:23][CH:22]=1. (2) Given the reactants [C:1]([C:5]1[CH:15]=[CH:14][CH:13]=[CH:12][C:6]=1[O:7][CH:8]1[CH2:11][NH:10][CH2:9]1)([CH3:4])([CH3:3])[CH3:2].Cl.[N:17]1[CH:22]=[CH:21][CH:20]=[CH:19][C:18]=1[C:23](Cl)=[O:24], predict the reaction product. The product is: [C:1]([C:5]1[CH:15]=[CH:14][CH:13]=[CH:12][C:6]=1[O:7][CH:8]1[CH2:9][N:10]([C:23]([C:18]2[CH:19]=[CH:20][CH:21]=[CH:22][N:17]=2)=[O:24])[CH2:11]1)([CH3:4])([CH3:2])[CH3:3]. (3) Given the reactants [CH3:1][N:2]1[CH:6]=[CH:5][C:4]([CH:7]=[O:8])=[N:3]1.C1C(=O)N([Br:16])C(=O)C1, predict the reaction product. The product is: [Br:16][C:5]1[C:4]([CH:7]=[O:8])=[N:3][N:2]([CH3:1])[CH:6]=1. (4) Given the reactants [OH:1][C:2]1[CH:7]=[CH:6][C:5]([CH:8]2[O:17][C:16]3[C:11](=[CH:12][C:13]([OH:18])=[CH:14][CH:15]=3)[CH:10]3[CH2:19][S:20][CH2:21][CH:9]23)=[CH:4][CH:3]=1.[OH:22]OS([O-])=O.[K+].[O-]S([O-])=O.[Na+].[Na+], predict the reaction product. The product is: [OH:1][C:2]1[CH:3]=[CH:4][C:5]([C@@H:8]2[O:17][C:16]3[C:11](=[CH:12][C:13]([OH:18])=[CH:14][CH:15]=3)[C@@H:10]3[CH2:19][S@@:20](=[O:22])[CH2:21][C@H:9]23)=[CH:6][CH:7]=1. (5) Given the reactants [CH2:1]([CH:8]1[CH2:13][CH2:12][N:11]([C:14](=[O:18])[C:15]([OH:17])=O)[CH2:10][CH2:9]1)[C:2]1[CH:7]=[CH:6][CH:5]=[CH:4][CH:3]=1.[Br:19][C:20]1[CH:26]=[CH:25][C:23]([NH2:24])=[CH:22][CH:21]=1, predict the reaction product. The product is: [CH2:1]([CH:8]1[CH2:9][CH2:10][N:11]([C:14](=[O:18])[C:15]([NH:24][C:23]2[CH:25]=[CH:26][C:20]([Br:19])=[CH:21][CH:22]=2)=[O:17])[CH2:12][CH2:13]1)[C:2]1[CH:3]=[CH:4][CH:5]=[CH:6][CH:7]=1. (6) Given the reactants [CH3:1][C:2]([CH3:10])([CH3:9])[CH2:3][C@@H:4]([C:6]([OH:8])=[O:7])[NH2:5].S(=O)(=O)(O)O.[CH3:16][C:17](=[CH2:19])[CH3:18].[OH-].[Na+], predict the reaction product. The product is: [C:17]([O:7][C:6](=[O:8])[C@H:4]([CH2:3][C:2]([CH3:10])([CH3:9])[CH3:1])[NH2:5])([CH3:19])([CH3:18])[CH3:16]. (7) Given the reactants [Cl:1][C:2]1[C:7]2[C:8](=[O:23])[N:9]([CH2:12][C:13]3[CH:18]=[CH:17][C:16]([O:19][CH3:20])=[CH:15][C:14]=3[O:21][CH3:22])[CH:10]([CH3:11])[C:6]=2[C:5]([F:24])=[C:4](Cl)[N:3]=1.[NH2:26][C@@H:27]1[CH2:32][CH2:31][O:30][CH2:29][C@@H:28]1[NH:33][C:34](=[O:40])[O:35][C:36]([CH3:39])([CH3:38])[CH3:37].CCN(C(C)C)C(C)C, predict the reaction product. The product is: [Cl:1][C:2]1[C:7]2[C:8](=[O:23])[N:9]([CH2:12][C:13]3[CH:18]=[CH:17][C:16]([O:19][CH3:20])=[CH:15][C:14]=3[O:21][CH3:22])[CH:10]([CH3:11])[C:6]=2[C:5]([F:24])=[C:4]([NH:26][C@@H:27]2[CH2:32][CH2:31][O:30][CH2:29][C@@H:28]2[NH:33][C:34](=[O:40])[O:35][C:36]([CH3:38])([CH3:37])[CH3:39])[N:3]=1. (8) Given the reactants Cl[C:2]1[C:3](=[O:19])[N:4]([CH2:15][CH2:16][O:17][CH3:18])[S:5](=[O:14])(=[O:13])[C:6]=1[C:7]1[CH:12]=[CH:11][CH:10]=[CH:9][CH:8]=1.[O:20]1[CH2:25][CH2:24][CH:23]([NH2:26])[CH2:22][CH2:21]1, predict the reaction product. The product is: [CH3:18][O:17][CH2:16][CH2:15][N:4]1[C:3](=[O:19])[C:2]([NH:26][CH:23]2[CH2:24][CH2:25][O:20][CH2:21][CH2:22]2)=[C:6]([C:7]2[CH:12]=[CH:11][CH:10]=[CH:9][CH:8]=2)[S:5]1(=[O:14])=[O:13]. (9) Given the reactants [NH:1]1[C:9]2[C:4](=[CH:5][CH:6]=[CH:7][CH:8]=2)[CH:3]=[CH:2]1.[CH3:10][CH:11]1[CH2:16][CH2:15][CH2:14][C:13](=[O:17])[CH2:12]1.C[Si](C)(C)[N-][Si](C)(C)C.[Li+].Cl, predict the reaction product. The product is: [NH:1]1[C:9]2[C:4](=[CH:5][CH:6]=[CH:7][CH:8]=2)[C:3]([CH:14]2[CH2:15][CH2:16][CH:11]([CH3:10])[CH2:12][C:13]2=[O:17])=[CH:2]1.